This data is from Forward reaction prediction with 1.9M reactions from USPTO patents (1976-2016). The task is: Predict the product of the given reaction. (1) Given the reactants [F:1][C:2]([F:9])([CH3:8])[C:3](=O)[CH2:4][C:5]#[N:6].Cl.[C:11]1([NH:17][NH2:18])[CH:16]=[CH:15][CH:14]=[CH:13][CH:12]=1, predict the reaction product. The product is: [F:1][C:2]([C:3]1[CH:4]=[C:5]([NH2:6])[N:17]([C:11]2[CH:16]=[CH:15][CH:14]=[CH:13][CH:12]=2)[N:18]=1)([F:9])[CH3:8]. (2) Given the reactants [C:1]([NH:8][CH2:9][C:10]([OH:12])=O)([O:3][C:4]([CH3:7])([CH3:6])[CH3:5])=[O:2].C(N1CCOCC1)C.O.OC1C2N=NNC=2C=CC=1.C(Cl)CCl.Cl.[CH2:37]1[C:43]2[CH:44]=[CH:45][C:46]([C:48]3[N:52]=[C:51]([C:53]4[CH:54]=[CH:55][C:56]([O:61][CH2:62][C:63]([F:66])([F:65])[F:64])=[C:57]([CH:60]=4)[C:58]#[N:59])[O:50][N:49]=3)=[CH:47][C:42]=2[CH2:41][CH2:40][NH:39][CH2:38]1, predict the reaction product. The product is: [C:58]([C:57]1[CH:60]=[C:53]([C:51]2[O:50][N:49]=[C:48]([C:46]3[CH:45]=[CH:44][C:43]4[CH2:37][CH2:38][N:39]([C:10](=[O:12])[CH2:9][NH:8][C:1](=[O:2])[O:3][C:4]([CH3:5])([CH3:6])[CH3:7])[CH2:40][CH2:41][C:42]=4[CH:47]=3)[N:52]=2)[CH:54]=[CH:55][C:56]=1[O:61][CH2:62][C:63]([F:65])([F:64])[F:66])#[N:59]. (3) Given the reactants [C:1]([O:5][C:6](=[O:18])[NH:7][C:8]1[C:13](I)=[CH:12][C:11]([C:15]#[N:16])=[CH:10][C:9]=1[Br:17])([CH3:4])([CH3:3])[CH3:2].[CH2:19]([O:21][CH:22]([O:25][CH2:26][CH3:27])[C:23]#[CH:24])[CH3:20].C(N(CC)CC)C.N1CCCN2CCCCCC=12, predict the reaction product. The product is: [C:1]([O:5][C:6]([N:7]1[C:8]2[C:13](=[CH:12][C:11]([C:15]#[N:16])=[CH:10][C:9]=2[Br:17])[CH:24]=[C:23]1[CH:22]([O:25][CH2:26][CH3:27])[O:21][CH2:19][CH3:20])=[O:18])([CH3:4])([CH3:3])[CH3:2]. (4) Given the reactants O.O.[Sn](Cl)Cl.[CH2:6]([NH:10][C:11]1[CH:16]=[C:15]([Br:17])[CH:14]=[CH:13][C:12]=1[N+:18]([O-])=O)[CH:7]([CH3:9])[CH3:8].C(=O)(O)[O-].[Na+].[N:26]#[C:27]Br, predict the reaction product. The product is: [CH2:6]([N:10]1[C:11]2[CH:16]=[C:15]([Br:17])[CH:14]=[CH:13][C:12]=2[N:18]=[C:27]1[NH2:26])[CH:7]([CH3:9])[CH3:8]. (5) Given the reactants [CH3:1][N:2]1[CH:7]2[CH2:8][CH2:9][CH:3]1[CH2:4][CH:5]([S:10][C:11]1[CH:16]=[CH:15][C:14]([NH2:17])=[CH:13][CH:12]=1)[CH2:6]2.[C:18]([C:21]1[N:22]=[CH:23][S:24][CH:25]=1)(O)=[O:19].ON1C2C=CC=CC=2N=N1.N=C=N, predict the reaction product. The product is: [CH3:1][N:2]1[CH:3]2[CH2:9][CH2:8][CH:7]1[CH2:6][CH:5]([S:10][C:11]1[CH:12]=[CH:13][C:14]([NH:17][C:18]([C:21]3[N:22]=[CH:23][S:24][CH:25]=3)=[O:19])=[CH:15][CH:16]=1)[CH2:4]2. (6) Given the reactants Cl.[CH3:2][N:3]([CH3:12])[C:4](=[O:11])[C@H:5]([CH2:7][CH:8]([CH3:10])[CH3:9])[NH2:6].C(N(CC)CC)C.S=[C:21]1[CH2:25][S:24][C:23](=[O:26])[NH:22]1, predict the reaction product. The product is: [CH3:12][N:3]([CH3:2])[C:4](=[O:11])[C@H:5]([CH2:7][CH:8]([CH3:9])[CH3:10])[NH:6][C:21]1[CH2:25][S:24][C:23](=[O:26])[N:22]=1. (7) Given the reactants [Si:1]([O:8][CH2:9][CH2:10][NH:11][CH:12]1[CH2:16][CH2:15][CH2:14]C1)([C:4]([CH3:7])([CH3:6])[CH3:5])([CH3:3])[CH3:2].C1(N)CCC1.[Si](OCC=O)(C(C)(C)C)(C)C, predict the reaction product. The product is: [Si:1]([O:8][CH2:9][CH2:10][NH:11][CH:12]1[CH2:16][CH2:15][CH2:14]1)([C:4]([CH3:5])([CH3:6])[CH3:7])([CH3:2])[CH3:3].